This data is from Full USPTO retrosynthesis dataset with 1.9M reactions from patents (1976-2016). The task is: Predict the reactants needed to synthesize the given product. (1) The reactants are: [CH2:1]([C@@H:3]1[CH2:7][NH:6][CH2:5][C@H:4]1[C:8]1[NH:9][C:10](=[O:23])[C:11]2[CH:16]=[N:15][N:14]([CH:17]3[CH2:22][CH2:21][O:20][CH2:19][CH2:18]3)[C:12]=2[N:13]=1)[CH3:2].C(O)(=O)C.[CH3:28][C:29]1[N:30]=[CH:31][C:32]([CH:35]=O)=[N:33][CH:34]=1.C(O[BH-](OC(=O)C)OC(=O)C)(=O)C.[Na+]. Given the product [CH2:1]([C@@H:3]1[CH2:7][N:6]([CH2:28][C:29]2[CH:34]=[N:33][C:32]([CH3:35])=[CH:31][N:30]=2)[CH2:5][C@H:4]1[C:8]1[NH:9][C:10](=[O:23])[C:11]2[CH:16]=[N:15][N:14]([CH:17]3[CH2:18][CH2:19][O:20][CH2:21][CH2:22]3)[C:12]=2[N:13]=1)[CH3:2], predict the reactants needed to synthesize it. (2) Given the product [C:31]([C:23]1[C:24]([NH:26][CH2:27][CH2:28][O:29][CH3:30])=[CH:25][C:20]([NH:19][C:17]([N:8]2[C:9]3[C:4](=[CH:3][C:2]([C:38]4[N:34]([CH3:33])[N:35]=[CH:36][CH:37]=4)=[C:11]([CH:12]([O:15][CH3:16])[O:13][CH3:14])[N:10]=3)[CH2:5][CH2:6][CH2:7]2)=[O:18])=[N:21][CH:22]=1)#[N:32], predict the reactants needed to synthesize it. The reactants are: Br[C:2]1[CH:3]=[C:4]2[C:9](=[N:10][C:11]=1[CH:12]([O:15][CH3:16])[O:13][CH3:14])[N:8]([C:17]([NH:19][C:20]1[CH:25]=[C:24]([NH:26][CH2:27][CH2:28][O:29][CH3:30])[C:23]([C:31]#[N:32])=[CH:22][N:21]=1)=[O:18])[CH2:7][CH2:6][CH2:5]2.[CH3:33][N:34]1[C:38](B(O)O)=[CH:37][CH:36]=[N:35]1.C([O-])([O-])=O.[Na+].[Na+]. (3) Given the product [CH:1]([C:4]1[CH:5]=[CH:6][C:7]([C:10]2[CH:11]=[C:12]([C:16]3[CH:17]=[C:18]([CH:24]=[CH:25][CH:26]=3)[C:19]([OH:21])=[O:20])[CH:13]=[N:14][CH:15]=2)=[CH:8][CH:9]=1)([CH3:3])[CH3:2], predict the reactants needed to synthesize it. The reactants are: [CH:1]([C:4]1[CH:9]=[CH:8][C:7]([C:10]2[CH:11]=[C:12]([C:16]3[CH:17]=[C:18]([CH:24]=[CH:25][CH:26]=3)[C:19]([O:21]CC)=[O:20])[CH:13]=[N:14][CH:15]=2)=[CH:6][CH:5]=1)([CH3:3])[CH3:2].O.[OH-].[Li+].Cl. (4) Given the product [F:8][C:6]1[CH:5]=[C:4]([CH2:9][C:10]([NH:12][C@H:13]([C:15]([NH:18][CH:19]2[N:25]=[C:24]([C:26]3[CH:31]=[CH:30][CH:29]=[CH:28][CH:27]=3)[C:23]3[CH:32]=[CH:33][CH:34]=[CH:35][C:22]=3[N:21]([CH3:36])[C:20]2=[O:37])=[O:17])[CH3:14])=[O:11])[CH:3]=[C:2]([F:1])[CH:7]=1, predict the reactants needed to synthesize it. The reactants are: [F:1][C:2]1[CH:3]=[C:4]([CH2:9][C:10]([NH:12][C@H:13]([C:15]([OH:17])=O)[CH3:14])=[O:11])[CH:5]=[C:6]([F:8])[CH:7]=1.[NH2:18][CH:19]1[N:25]=[C:24]([C:26]2[CH:31]=[CH:30][CH:29]=[CH:28][CH:27]=2)[C:23]2[CH:32]=[CH:33][CH:34]=[CH:35][C:22]=2[N:21]([CH3:36])[C:20]1=[O:37].